From a dataset of Forward reaction prediction with 1.9M reactions from USPTO patents (1976-2016). Predict the product of the given reaction. (1) Given the reactants [NH2:1][C:2]1[CH:3]=[C:4]([CH:8]=[C:9]([S:18](=[O:21])(=[O:20])[NH2:19])[C:10]=1[O:11][C:12]1[CH:17]=[CH:16][CH:15]=[CH:14][CH:13]=1)[C:5]([OH:7])=[O:6].OS(O)(=O)=O, predict the reaction product. The product is: [CH2:3]([O:6][C:5](=[O:7])[C:4]1[CH:8]=[C:9]([S:18](=[O:21])(=[O:20])[NH2:19])[C:10]([O:11][C:12]2[CH:17]=[CH:16][CH:15]=[CH:14][CH:13]=2)=[C:2]([NH2:1])[CH:3]=1)[CH2:2][CH2:10][CH3:9]. (2) Given the reactants [N:1]1([C:7]([C:9]2[S:10][CH:11]=[CH:12][CH:13]=2)=[O:8])[CH2:6][CH2:5][NH:4][CH2:3][CH2:2]1.Cl[C:15]1[C:24]2[C:19](=[CH:20][CH:21]=[CH:22][CH:23]=2)[NH:18][C:17](=[O:25])[C:16]=1[C:26]#[N:27], predict the reaction product. The product is: [O:25]=[C:17]1[C:16]([C:26]#[N:27])=[C:15]([N:4]2[CH2:5][CH2:6][N:1]([C:7]([C:9]3[S:10][CH:11]=[CH:12][CH:13]=3)=[O:8])[CH2:2][CH2:3]2)[C:24]2[C:19](=[CH:20][CH:21]=[CH:22][CH:23]=2)[NH:18]1. (3) Given the reactants C[O:2][C:3](=[O:34])[CH2:4][CH2:5][NH:6][C:7](=[O:33])[C:8]1[CH:13]=[CH:12][C:11]([CH:14]([CH:27]2[CH2:30][C:29]([CH3:32])([CH3:31])[CH2:28]2)[NH:15][C:16]2[C:25]([CH3:26])=[CH:24][C:23]3[C:18](=[CH:19][CH:20]=[CH:21][CH:22]=3)[N:17]=2)=[CH:10][CH:9]=1.[OH-].[Na+], predict the reaction product. The product is: [CH3:31][C:29]1([CH3:32])[CH2:30][CH:27]([CH:14]([NH:15][C:16]2[C:25]([CH3:26])=[CH:24][C:23]3[C:18](=[CH:19][CH:20]=[CH:21][CH:22]=3)[N:17]=2)[C:11]2[CH:12]=[CH:13][C:8]([C:7]([NH:6][CH2:5][CH2:4][C:3]([OH:34])=[O:2])=[O:33])=[CH:9][CH:10]=2)[CH2:28]1. (4) Given the reactants F[C:2]1[CH:7]=[CH:6][CH:5]=[CH:4][C:3]=1[N+:8]([O-:10])=[O:9].[OH-].[Li+], predict the reaction product. The product is: [C:3]1([NH:8][C:2]2[CH:7]=[CH:6][CH:5]=[CH:4][C:3]=2[N+:8]([O-:10])=[O:9])[CH:4]=[CH:5][CH:6]=[CH:7][CH:2]=1. (5) Given the reactants [Cl:1][C:2]1[CH:3]=[C:4]2[C:8](=[CH:9][C:10]=1[C:11]([F:14])([F:13])[F:12])[C:7](=[O:15])[CH2:6][CH2:5]2.[N-:16]=[N+]=[N-].[Na+], predict the reaction product. The product is: [Cl:1][C:2]1[CH:3]=[C:4]2[C:8](=[CH:9][C:10]=1[C:11]([F:14])([F:13])[F:12])[C:7](=[O:15])[NH:16][CH2:6][CH2:5]2. (6) The product is: [Br:26][C:2]1[CH:3]=[N:4][C:5]2[CH:6]=[C:7]([C:18]3[CH:23]=[CH:22][CH:21]=[C:20]([F:24])[CH:19]=3)[C:8]([OH:16])=[C:9]([C:12]([OH:14])=[O:13])[C:10]=2[N:11]=1. Given the reactants Cl[C:2]1[CH:3]=[N:4][C:5]2[CH:6]=[C:7]([C:18]3[CH:23]=[CH:22][CH:21]=[C:20]([F:24])[CH:19]=3)[C:8]([O:16]C)=[C:9]([C:12]([O:14]C)=[O:13])[C:10]=2[N:11]=1.B(Br)(Br)[Br:26], predict the reaction product. (7) Given the reactants C(OC([N:8]1[C:12]2[N:13]=[C:14]([C:19]3[CH:24]=[CH:23][C:22]([O:25][CH3:26])=[C:21]([F:27])[CH:20]=3)[N:15]=[C:16]([CH2:17][CH3:18])[C:11]=2[CH2:10][CH2:9]1)=O)(C)(C)C.FC(F)(F)C(O)=O, predict the reaction product. The product is: [CH2:17]([C:16]1[C:11]2[CH2:10][CH2:9][NH:8][C:12]=2[N:13]=[C:14]([C:19]2[CH:24]=[CH:23][C:22]([O:25][CH3:26])=[C:21]([F:27])[CH:20]=2)[N:15]=1)[CH3:18]. (8) Given the reactants S(Cl)([Cl:3])=O.[Br:5][C:6]1[S:10][C:9]2=[C:11]([C:14]([OH:16])=O)[N:12]=[CH:13][N:8]2[CH:7]=1, predict the reaction product. The product is: [Br:5][C:6]1[S:10][C:9]2=[C:11]([C:14]([Cl:3])=[O:16])[N:12]=[CH:13][N:8]2[CH:7]=1.